Dataset: Catalyst prediction with 721,799 reactions and 888 catalyst types from USPTO. Task: Predict which catalyst facilitates the given reaction. (1) Reactant: C(OC([N:8](COCC[Si](C)(C)C)[C:9]1[S:10][C@:11]2([C:39](O)=[O:40])[C@H:13]([C@:14]([C:17]3[CH:22]=[C:21]([NH:23][C:24]([C:26]4[CH:31]=[N:30][C:29]([O:32][CH2:33][C:34]([F:37])([F:36])[F:35])=[CH:28][N:27]=4)=[O:25])[CH:20]=[CH:19][C:18]=3[F:38])([CH3:16])[N:15]=1)[CH2:12]2)=O)(C)(C)C.ClC(N(C)C)=C(C)C.C(N(CC)C(C)C)(C)C.[NH:67]1[CH2:72][CH2:71][O:70][CH2:69][CH2:68]1.O.C1(C)C=CC(S(O)(=O)=O)=CC=1. Product: [NH2:8][C:9]1[S:10][C@:11]2([C:39]([N:67]3[CH2:72][CH2:71][O:70][CH2:69][CH2:68]3)=[O:40])[C@H:13]([C@:14]([C:17]3[CH:22]=[C:21]([NH:23][C:24]([C:26]4[CH:31]=[N:30][C:29]([O:32][CH2:33][C:34]([F:36])([F:35])[F:37])=[CH:28][N:27]=4)=[O:25])[CH:20]=[CH:19][C:18]=3[F:38])([CH3:16])[N:15]=1)[CH2:12]2. The catalyst class is: 606. (2) Reactant: [H-].[Al+3].[Li+].[H-].[H-].[H-].[C:7]([O:11][C:12](=[O:18])[NH:13][CH:14]([CH3:17])[CH2:15][OH:16])([CH3:10])([CH3:9])[CH3:8].[C:19](O[C:19]([O:21][C:22]([CH3:25])([CH3:24])[CH3:23])=[O:20])([O:21][C:22]([CH3:25])([CH3:24])[CH3:23])=[O:20].[CH3:34]COC(C)=O. Product: [C:19](=[O:20])([O:21][C:22]([CH3:25])([CH3:24])[CH3:23])[O:16][CH2:15][C@@H:14]([N:13]([C:12]([O:11][C:7]([CH3:10])([CH3:8])[CH3:9])=[O:18])[CH3:34])[CH3:17]. The catalyst class is: 188. (3) Reactant: [O:1]1[CH2:6][CH2:5][CH:4]([CH2:7][N:8]2[C:12]3=[N:13][CH:14]=[C:15]([S:17]([NH2:20])(=[O:19])=[O:18])[CH:16]=[C:11]3[CH:10]=[CH:9]2)[CH2:3][CH2:2]1.[Cl:21]N1C(=O)CCC1=O. Product: [Cl:21][C:10]1[C:11]2[C:12](=[N:13][CH:14]=[C:15]([S:17]([NH2:20])(=[O:18])=[O:19])[CH:16]=2)[N:8]([CH2:7][CH:4]2[CH2:5][CH2:6][O:1][CH2:2][CH2:3]2)[CH:9]=1. The catalyst class is: 23. (4) Reactant: [Cl:1][C:2]1[C:11]([N+:12]([O-:14])=[O:13])=[C:10](Cl)[C:9]2[C:4](=[CH:5][CH:6]=[CH:7][CH:8]=2)[N:3]=1.C(N(CC)CC)C.[CH2:23]([NH2:30])[C:24]1[CH:29]=[CH:28][CH:27]=[CH:26][CH:25]=1.O. Product: [CH2:23]([NH:30][C:10]1[C:9]2[C:4](=[CH:5][CH:6]=[CH:7][CH:8]=2)[N:3]=[C:2]([Cl:1])[C:11]=1[N+:12]([O-:14])=[O:13])[C:24]1[CH:29]=[CH:28][CH:27]=[CH:26][CH:25]=1. The catalyst class is: 9. (5) The catalyst class is: 3. Reactant: Br[CH2:2][C:3]1[CH:8]=[CH:7][C:6]([C:9]([F:12])([F:11])[F:10])=[CH:5][CH:4]=1.C(=O)([O-])[O-].[Cs+].[Cs+].[OH:19][N:20]=[C:21]([C:23]1[O:27][C:26]([N:28]([CH2:35][C:36]([O:38][CH2:39][CH3:40])=[O:37])[CH2:29][C:30]([O:32][CH2:33][CH3:34])=[O:31])=[N:25][CH:24]=1)[CH3:22]. Product: [F:10][C:9]([F:12])([F:11])[C:6]1[CH:7]=[CH:8][C:3]([CH2:2][O:19][N:20]=[C:21]([C:23]2[O:27][C:26]([N:28]([CH2:35][C:36]([O:38][CH2:39][CH3:40])=[O:37])[CH2:29][C:30]([O:32][CH2:33][CH3:34])=[O:31])=[N:25][CH:24]=2)[CH3:22])=[CH:4][CH:5]=1. (6) Reactant: [O:1]([C:8]1[CH:13]=[CH:12][C:11]([OH:14])=[CH:10][CH:9]=1)[C:2]1[CH:7]=[CH:6][CH:5]=[CH:4][CH:3]=1.F[C:16]1[CH:23]=[CH:22][C:19]([CH:20]=[O:21])=[CH:18][CH:17]=1.C(=O)([O-])[O-].[K+].[K+].O. Product: [O:1]([C:8]1[CH:9]=[CH:10][C:11]([O:14][C:16]2[CH:23]=[CH:22][C:19]([CH:20]=[O:21])=[CH:18][CH:17]=2)=[CH:12][CH:13]=1)[C:2]1[CH:7]=[CH:6][CH:5]=[CH:4][CH:3]=1. The catalyst class is: 9. (7) Reactant: C([O:3][C:4](=O)[CH:5]([C:13]#[N:14])[C:6]1[C:11]([NH2:12])=[CH:10][CH:9]=[CH:8][N:7]=1)C.C1(C)C(C)=CC=CC=1. Product: [OH:3][C:4]1[NH:12][C:11]2[C:6](=[N:7][CH:8]=[CH:9][CH:10]=2)[C:5]=1[C:13]#[N:14]. The catalyst class is: 74. (8) Reactant: [CH3:1][C:2]([S:14]([C:17]1[CH:22]=[CH:21][CH:20]=[C:19]([C:23]([F:26])([F:25])[F:24])[CH:18]=1)(=[O:16])=[O:15])([CH3:13])[CH2:3][CH2:4][NH:5][C:6](=[O:12])[O:7][C:8]([CH3:11])([CH3:10])[CH3:9].[H-].[Na+].[CH3:29]I. Product: [CH3:29][N:5]([CH2:4][CH2:3][C:2]([CH3:1])([S:14]([C:17]1[CH:22]=[CH:21][CH:20]=[C:19]([C:23]([F:24])([F:25])[F:26])[CH:18]=1)(=[O:16])=[O:15])[CH3:13])[C:6](=[O:12])[O:7][C:8]([CH3:9])([CH3:10])[CH3:11]. The catalyst class is: 1. (9) The catalyst class is: 18. Product: [CH3:1][O:2][C:3](=[O:14])[C@@H:4]([O:13][CH2:18][C:19]([N:21]1[CH2:26][CH2:25][O:24][CH2:23][CH2:22]1)=[O:20])[CH2:5][CH2:6][C:7]1[CH:12]=[CH:11][CH:10]=[CH:9][CH:8]=1. Reactant: [CH3:1][O:2][C:3](=[O:14])[C@@H:4]([OH:13])[CH2:5][CH2:6][C:7]1[CH:12]=[CH:11][CH:10]=[CH:9][CH:8]=1.[H-].[Na+].Cl[CH2:18][C:19]([N:21]1[CH2:26][CH2:25][O:24][CH2:23][CH2:22]1)=[O:20].Cl. (10) Reactant: [N:1]1[C:13]2[C:12]3[CH2:11][CH2:10][CH2:9][CH2:8][C:7]=3[NH:6][C:5]=2[N:4]=[CH:3][CH:2]=1.C1C(=O)N([Br:21])C(=O)C1. Product: [Br:21][C:2]1[CH:3]=[N:4][C:5]2[NH:6][C:7]3[CH2:8][CH2:9][CH2:10][CH2:11][C:12]=3[C:13]=2[N:1]=1. The catalyst class is: 3.